This data is from CYP2D6 inhibition data for predicting drug metabolism from PubChem BioAssay. The task is: Regression/Classification. Given a drug SMILES string, predict its absorption, distribution, metabolism, or excretion properties. Task type varies by dataset: regression for continuous measurements (e.g., permeability, clearance, half-life) or binary classification for categorical outcomes (e.g., BBB penetration, CYP inhibition). Dataset: cyp2d6_veith. The molecule is COC(=O)/C=C\CCc1coc(/C=C\CNC(=O)OC)n1. The result is 0 (non-inhibitor).